From a dataset of Forward reaction prediction with 1.9M reactions from USPTO patents (1976-2016). Predict the product of the given reaction. The product is: [OH:8][C@@H:9]1[C@@:42]2([CH3:43])[C:13](=[CH:14][CH:15]=[C:16]3[C@@H:41]2[CH2:40][CH2:39][C@@:38]2([CH3:44])[C@H:17]3[CH2:18][CH:19]=[C:20]2[C@@H:21]([O:23][CH2:24]/[CH:25]=[CH:26]\[C:27]([OH:29])([CH3:28])[CH3:37])[CH3:22])[CH2:12][C@@H:11]([OH:45])[CH2:10]1. Given the reactants [Si]([O:8][C@@H:9]1[C@@:42]2([CH3:43])[C:13](=[CH:14][CH:15]=[C:16]3[C@@H:41]2[CH2:40][CH2:39][C@@:38]2([CH3:44])[C@H:17]3[CH2:18][CH:19]=[C:20]2[C@@H:21]([O:23][CH2:24]/[CH:25]=[CH:26]\[C:27]([CH3:37])([O:29][Si](CC)(CC)CC)[CH3:28])[CH3:22])[CH2:12][C@@H:11]([O:45][Si](C(C)(C)C)(C)C)[CH2:10]1)(C(C)(C)C)(C)C.[F-].C([N+](CCCC)(CCCC)CCCC)CCC, predict the reaction product.